Regression. Given a peptide amino acid sequence and an MHC pseudo amino acid sequence, predict their binding affinity value. This is MHC class II binding data. From a dataset of Peptide-MHC class II binding affinity with 134,281 pairs from IEDB. (1) The MHC is DRB1_1201 with pseudo-sequence DRB1_1201. The peptide sequence is QGEPGRVIRGKKGAG. The binding affinity (normalized) is 0.0605. (2) The MHC is DRB1_1602 with pseudo-sequence DRB1_1602. The peptide sequence is LDKFLANVSTVLTGK. The binding affinity (normalized) is 0.837. (3) The peptide sequence is PDTIDFLIMRNLTNL. The MHC is DRB1_0101 with pseudo-sequence DRB1_0101. The binding affinity (normalized) is 0.979.